From a dataset of Full USPTO retrosynthesis dataset with 1.9M reactions from patents (1976-2016). Predict the reactants needed to synthesize the given product. (1) Given the product [CH2:35]([O:37][C:38]([C:40]1([O:44][C:45]2[CH:50]=[CH:49][C:48]([O:15][CH2:14][CH:13]([N:12]3[C:11]4[CH:29]=[C:30]([F:34])[C:31]([F:33])=[CH:32][C:10]=4[N:9]=[C:8]3[C:5]3[CH:4]=[CH:3][C:2]([Cl:1])=[CH:7][CH:6]=3)[CH:23]3[CH2:28][CH2:27][CH2:26][CH2:25][CH2:24]3)=[CH:47][CH:46]=2)[CH2:43][CH2:42][CH2:41]1)=[O:39])[CH3:36], predict the reactants needed to synthesize it. The reactants are: [Cl:1][C:2]1[CH:7]=[CH:6][C:5]([C:8]2[N:12]([CH:13]([CH:23]3[CH2:28][CH2:27][CH2:26][CH2:25][CH2:24]3)[CH2:14][O:15]CC3CCCCC3)[C:11]3[CH:29]=[C:30]([F:34])[C:31]([F:33])=[CH:32][C:10]=3[N:9]=2)=[CH:4][CH:3]=1.[CH2:35]([O:37][C:38]([C:40]1([O:44][C:45]2[CH:50]=[CH:49][C:48](O)=[CH:47][CH:46]=2)[CH2:43][CH2:42][CH2:41]1)=[O:39])[CH3:36].C(P(CCCC)CCCC)CCC.CN(C)C(N=NC(N(C)C)=O)=O. (2) Given the product [CH3:20][O:19][C:14]1[CH:15]=[CH:16][CH:17]=[CH:18][C:13]=1[C:12]1[N:6]2[C:7]([CH:8]=[N:9][C:4]([N:30]3[C:38]4[CH:37]=[CH:36][N:35]=[CH:34][C:33]=4[N:32]=[CH:31]3)=[N:5]2)=[CH:10][CH:11]=1, predict the reactants needed to synthesize it. The reactants are: CS([C:4]1[N:9]=[CH:8][C:7]2=[CH:10][CH:11]=[C:12]([C:13]3[CH:18]=[CH:17][CH:16]=[CH:15][C:14]=3[O:19][CH3:20])[N:6]2[N:5]=1)=O.C(N(CC)C(C)C)(C)C.[NH:30]1[C:38]2[CH:37]=[CH:36][N:35]=[CH:34][C:33]=2[N:32]=[CH:31]1.COCC(O)C.